From a dataset of Reaction yield outcomes from USPTO patents with 853,638 reactions. Predict the reaction yield, written as a fraction of the theoretical maximum amount of product (1.0 means a 100% yield; for example, 0.34 means a 34% yield). (1) The reactants are [N:1]1[C:11]2[C:6](=[CH:7][CH:8]=[CH:9][CH:10]=2)[C:4]([CH3:5])=[CH:3][CH:2]=1.[Br:12][CH2:13][CH3:14]. The catalyst is C(#N)C. The product is [Br-:12].[CH2:13]([N+:1]1[C:11]2[C:6](=[CH:7][CH:8]=[CH:9][CH:10]=2)[C:4]([CH3:5])=[CH:3][CH:2]=1)[CH3:14]. The yield is 0.920. (2) The reactants are [Cl:1][C:2]1[CH:3]=[CH:4][C:5]([O:17][CH3:18])=[C:6]([CH:16]=1)[C:7]([NH:9][C:10]1[S:11][C:12]([CH3:15])=[CH:13][N:14]=1)=[O:8].[H-].[Na+].Cl[CH2:22][C:23]1[N:24]=[CH:25][S:26][CH:27]=1.O. The catalyst is CN(C)C=O. The product is [Cl:1][C:2]1[CH:3]=[CH:4][C:5]([O:17][CH3:18])=[C:6]([CH:16]=1)[C:7](/[N:9]=[C:10]1\[S:11][C:12]([CH3:15])=[CH:13][N:14]\1[CH2:22][C:23]1[N:24]=[CH:25][S:26][CH:27]=1)=[O:8]. The yield is 0.720. (3) The reactants are [CH2:1]([N:3]([CH2:13][CH3:14])[C:4](=O)[C:5]1[CH:10]=[CH:9][N:8]=[C:7]([F:11])[CH:6]=1)[CH3:2].B.CO.[OH-].[Na+]. The catalyst is O1CCCC1. The product is [CH2:13]([N:3]([CH2:1][CH3:2])[CH2:4][C:5]1[CH:10]=[CH:9][N:8]=[C:7]([F:11])[CH:6]=1)[CH3:14]. The yield is 0.910. (4) The reactants are [Cl-].[Al+3].[Cl-].[Cl-].[H-].[Al+3].[Li+].[H-].[H-].[H-].[F:11][C:12]1[CH:42]=[CH:41][C:15]([C:16]([NH:18][C:19]2[C:20]([CH3:40])=[C:21]([CH3:39])[C:22]3[O:26][C:25]([CH3:27])=[C:24]([C:28]4[CH:33]=[CH:32][C:31]([CH:34]([CH3:36])[CH3:35])=[CH:30][CH:29]=4)[C:23]=3[C:37]=2[CH3:38])=O)=[CH:14][CH:13]=1.[OH-].[Na+]. The catalyst is O1CCCC1. The product is [F:11][C:12]1[CH:13]=[CH:14][C:15]([CH2:16][NH:18][C:19]2[C:20]([CH3:40])=[C:21]([CH3:39])[C:22]3[O:26][C:25]([CH3:27])=[C:24]([C:28]4[CH:33]=[CH:32][C:31]([CH:34]([CH3:35])[CH3:36])=[CH:30][CH:29]=4)[C:23]=3[C:37]=2[CH3:38])=[CH:41][CH:42]=1. The yield is 0.540. (5) The reactants are [CH3:1][C:2]1[CH:7]=[C:6]([S:8](=[O:11])(=[O:10])[NH2:9])[CH:5]=[CH:4][C:3]=1[NH:12][C:13]([C:15]1[CH:20]=[C:19](Cl)[N:18]=[CH:17][N:16]=1)=[O:14].[CH:22]1([NH:27][CH2:28][CH:29]([CH3:31])[CH3:30])[CH2:26][CH2:25][CH2:24][CH2:23]1. No catalyst specified. The product is [NH2:9][S:8]([C:6]1[CH:5]=[CH:4][C:3]([NH:12][C:13]([C:15]2[CH:20]=[C:19]([N:27]([CH:22]3[CH2:26][CH2:25][CH2:24][CH2:23]3)[CH2:28][CH:29]([CH3:31])[CH3:30])[N:18]=[CH:17][N:16]=2)=[O:14])=[C:2]([CH3:1])[CH:7]=1)(=[O:11])=[O:10]. The yield is 0.800. (6) The reactants are [CH3:1][C:2]1[N:7]=[CH:6][C:5]([NH:8][C:9](=[O:20])[C:10]2[CH:15]=[CH:14][CH:13]=[C:12]([C:16]([F:19])([F:18])[F:17])[CH:11]=2)=[CH:4][C:3]=1B1OC(C)(C)C(C)(C)O1.Br[C:31]1[CH:32]=[C:33](N2CCOCC2)[C:34]([CH2:37][C:38]2([OH:44])[CH2:43][CH2:42][O:41][CH2:40][CH2:39]2)=[N:35][CH:36]=1.[C:51](=[O:54])([O-])[O-].[Na+].[Na+]. The catalyst is COCCOC.C1C=CC(P(C2C=CC=CC=2)[C-]2C=CC=C2)=CC=1.C1C=CC(P(C2C=CC=CC=2)[C-]2C=CC=C2)=CC=1.Cl[Pd]Cl.[Fe+2].C(Cl)Cl. The product is [OH:44][C:38]1([CH2:37][C:34]2[N:35]=[CH:36][C:31]([C:3]3[CH2:4][C:5]([NH:8][C:9](=[O:20])[C:10]4[CH:15]=[CH:14][CH:13]=[C:12]([C:16]([F:17])([F:18])[F:19])[CH:11]=4)([N:7]4[CH2:2][CH2:51][O:54][CH2:5][CH2:6]4)[CH:6]=[N:7][C:2]=3[CH3:1])=[CH:32][CH:33]=2)[CH2:39][CH2:40][O:41][CH2:42][CH2:43]1. The yield is 0.240. (7) The reactants are [Cl:1][C:2]1[C:10]2[C:5](=[CH:6][C:7]([S:11]([N:14]3[CH2:19][C:18](=[O:20])[N:17]([CH2:21][CH:22]4[CH2:27][CH2:26][N:25]([C:28]5[CH:33]=[CH:32][C:31](=[O:34])[N:30]([CH3:35])[N:29]=5)[CH2:24][CH2:23]4)[CH:16]([C:36]([OH:38])=O)[CH2:15]3)(=[O:13])=[O:12])=[CH:8][CH:9]=2)[NH:4][CH:3]=1.F[B-](F)(F)F.N1(OC(N(C)C)=[N+](C)C)C2C=CC=CC=2N=N1.[CH3:61][O:62][CH2:63][CH2:64][NH2:65]. The catalyst is CN(C)C=O. The product is [CH3:61][O:62][CH2:63][CH2:64][NH:65][C:36]([CH:16]1[CH2:15][N:14]([S:11]([C:7]2[CH:6]=[C:5]3[C:10]([C:2]([Cl:1])=[CH:3][NH:4]3)=[CH:9][CH:8]=2)(=[O:13])=[O:12])[CH2:19][C:18](=[O:20])[N:17]1[CH2:21][CH:22]1[CH2:23][CH2:24][N:25]([C:28]2[CH:33]=[CH:32][C:31](=[O:34])[N:30]([CH3:35])[N:29]=2)[CH2:26][CH2:27]1)=[O:38]. The yield is 0.910. (8) The reactants are [Br:1][C:2]1[CH:7]=[CH:6][C:5]([NH:8][C:9]2[N:14]=[CH:13][N:12]=[C:11]([NH:15][C:16]3[CH:17]=[C:18]([NH:22]C(=O)OC(C)(C)C)[CH:19]=[CH:20][CH:21]=3)[CH:10]=2)=[C:4]([F:30])[CH:3]=1. The catalyst is Cl.O1CCOCC1. The product is [Br:1][C:2]1[CH:7]=[CH:6][C:5]([NH:8][C:9]2[N:14]=[CH:13][N:12]=[C:11]([NH:15][C:16]3[CH:17]=[C:18]([NH2:22])[CH:19]=[CH:20][CH:21]=3)[CH:10]=2)=[C:4]([F:30])[CH:3]=1. The yield is 1.00.